This data is from Full USPTO retrosynthesis dataset with 1.9M reactions from patents (1976-2016). The task is: Predict the reactants needed to synthesize the given product. (1) Given the product [CH3:12][O:11][C:3]1[CH:4]=[C:5]([N+:8]([O-:10])=[O:9])[CH:6]=[CH:7][C:2]=1[N:23]1[CH2:24][CH2:25][N:20]([C:13]([O:15][C:16]([CH3:19])([CH3:18])[CH3:17])=[O:14])[C:21]([CH3:27])([CH3:26])[CH2:22]1, predict the reactants needed to synthesize it. The reactants are: F[C:2]1[CH:7]=[CH:6][C:5]([N+:8]([O-:10])=[O:9])=[CH:4][C:3]=1[O:11][CH3:12].[C:13]([N:20]1[CH2:25][CH2:24][NH:23][CH2:22][C:21]1([CH3:27])[CH3:26])([O:15][C:16]([CH3:19])([CH3:18])[CH3:17])=[O:14].C(=O)([O-])[O-].[K+].[K+]. (2) Given the product [F:1][C:2]1[CH:3]=[C:4]([C:8]2[N:9]=[C:10]3[C:15]([C:16]([NH:31][C:27]4[S:26][CH:30]=[CH:29][N:28]=4)=[O:17])=[CH:14][C:13]([N:19]4[CH2:24][CH2:23][O:22][CH2:21][CH2:20]4)=[N:12][N:11]3[CH:25]=2)[CH:5]=[CH:6][CH:7]=1, predict the reactants needed to synthesize it. The reactants are: [F:1][C:2]1[CH:3]=[C:4]([C:8]2[N:9]=[C:10]3[C:15]([C:16](O)=[O:17])=[CH:14][C:13]([N:19]4[CH2:24][CH2:23][O:22][CH2:21][CH2:20]4)=[N:12][N:11]3[CH:25]=2)[CH:5]=[CH:6][CH:7]=1.[S:26]1[CH:30]=[CH:29][N:28]=[C:27]1[NH2:31].CN(C(ON1N=NC2C=CC=NC1=2)=[N+](C)C)C.F[P-](F)(F)(F)(F)F.C(N(C(C)C)C(C)C)C. (3) Given the product [C:1]([O:5][C:6]([N:8]1[CH2:13][CH2:12][C:11]([F:14])([C:15]2[S:16][C:17]([CH2:20][O:32][C:29]3[CH:28]=[CH:27][C:26]([S:23]([CH3:22])(=[O:25])=[O:24])=[CH:31][CH:30]=3)=[CH:18][N:19]=2)[CH2:10][CH2:9]1)=[O:7])([CH3:4])([CH3:3])[CH3:2], predict the reactants needed to synthesize it. The reactants are: [C:1]([O:5][C:6]([N:8]1[CH2:13][CH2:12][C:11]([C:15]2[S:16][C:17]([CH2:20]Cl)=[CH:18][N:19]=2)([F:14])[CH2:10][CH2:9]1)=[O:7])([CH3:4])([CH3:3])[CH3:2].[CH3:22][S:23]([C:26]1[CH:31]=[CH:30][C:29]([OH:32])=[CH:28][CH:27]=1)(=[O:25])=[O:24].C([O-])([O-])=O.[K+].[K+]. (4) Given the product [F:49][C:47]1[CH:48]=[C:43]([CH2:42][C@H:16]([NH:15][C:13](=[O:14])[C:12]2[CH:51]=[C:80]([C:82]3[O:83][CH:84]=[CH:85][N:86]=3)[CH:79]=[C:78]([C:87]([N:89]3[CH2:93][CH2:92][CH2:91][C@@H:90]3[CH2:94][O:95][CH3:96])=[O:88])[CH:77]=2)[C@H:17]([OH:18])[C@H:26]2[CH2:30][C@@H:29]([O:31][CH2:32][CH2:33][CH3:34])[CH2:28][NH:27]2)[CH:44]=[C:45]([F:50])[CH:46]=1, predict the reactants needed to synthesize it. The reactants are: C(NC1C=[C:12]([CH:51]=C(C)C=1)[C:13]([NH:15][C@@H:16]([CH2:42][C:43]1[CH:48]=[C:47]([F:49])[CH:46]=[C:45]([F:50])[CH:44]=1)[C@@H:17]([C@H:26]1[CH2:30][C@@H:29]([O:31][CH2:32][CH2:33][CH3:34])[CH2:28][N:27]1C(OC(C)(C)C)=O)[O:18][Si](C(C)(C)C)(C)C)=[O:14])(=O)C1C=CC=CC=1.[Si](O[C@H]([C@H]1C[C@@H](OCCC)CN1C(OC(C)(C)C)=O)[C@@H](NC(=O)C1C=[C:80]([C:82]2[O:83][CH:84]=[CH:85][N:86]=2)[CH:79]=[C:78]([C:87]([N:89]2[CH2:93][CH2:92][CH2:91][C@@H:90]2[CH2:94][O:95][CH3:96])=[O:88])[CH:77]=1)CC1C=C(F)C=C(F)C=1)(C(C)(C)C)(C)C.COC[C@H]1CCCN1C(C1C=C(C=C(C2OC=CN=2)C=1)C(O)=O)=O.CCN(C(C)C)C(C)C.CN(C(ON1N=NC2C=CC=NC1=2)=[N+](C)C)C.F[P-](F)(F)(F)(F)F. (5) Given the product [C:1]([C:5]1[N:10]=[CH:9][C:8]([C:11]2[N:12]([C:32]([N:34]3[CH2:39][CH2:38][CH:37]([O:40][CH2:47][CH2:46][S:48]([CH3:51])(=[O:50])=[O:49])[CH2:36][CH2:35]3)=[O:33])[C@@:13]([C:25]3[CH:30]=[CH:29][C:28]([Cl:31])=[CH:27][CH:26]=3)([CH3:24])[C@@:14]([C:17]3[CH:18]=[CH:19][C:20]([Cl:23])=[CH:21][CH:22]=3)([CH3:16])[N:15]=2)=[C:7]([O:41][CH2:42][CH3:43])[CH:6]=1)([CH3:2])([CH3:3])[CH3:4], predict the reactants needed to synthesize it. The reactants are: [C:1]([C:5]1[N:10]=[CH:9][C:8]([C:11]2[N:12]([C:32]([N:34]3[CH2:39][CH2:38][CH:37]([OH:40])[CH2:36][CH2:35]3)=[O:33])[C@@:13]([C:25]3[CH:30]=[CH:29][C:28]([Cl:31])=[CH:27][CH:26]=3)([CH3:24])[C@@:14]([C:17]3[CH:22]=[CH:21][C:20]([Cl:23])=[CH:19][CH:18]=3)([CH3:16])[N:15]=2)=[C:7]([O:41][CH2:42][CH3:43])[CH:6]=1)([CH3:4])([CH3:3])[CH3:2].[H-].[Na+].[CH:46]([S:48]([CH3:51])(=[O:50])=[O:49])=[CH2:47]. (6) The reactants are: [NH3:1].[CH2:2]([C:4]1([CH2:14][CH3:15])[C:8]2[CH:9]=[CH:10][CH:11]=[CH:12][C:7]=2[O:6][C:5]1=[O:13])[CH3:3]. Given the product [CH2:2]([C:4]([CH2:14][CH3:15])([C:8]1[CH:9]=[CH:10][CH:11]=[CH:12][C:7]=1[OH:6])[C:5]([NH2:1])=[O:13])[CH3:3], predict the reactants needed to synthesize it. (7) The reactants are: [OH:1][C:2]1[CH:22]=[CH:21][C:5]([C:6]([N:8]2[CH2:13][CH2:12][N:11]([C:14]([O:16][C:17]([CH3:20])([CH3:19])[CH3:18])=[O:15])[CH2:10][CH2:9]2)=[O:7])=[CH:4][CH:3]=1.[H-].[Na+].Cl[C:26]1[N:27]([CH2:34][C@:35]2([CH3:38])[CH2:37][O:36]2)[CH:28]=[C:29]([N+:31]([O-:33])=[O:32])[N:30]=1. Given the product [CH3:37][C@@:35]1([CH2:38][O:1][C:2]2[CH:3]=[CH:4][C:5]([C:6]([N:8]3[CH2:9][CH2:10][N:11]([C:14]([O:16][C:17]([CH3:19])([CH3:18])[CH3:20])=[O:15])[CH2:12][CH2:13]3)=[O:7])=[CH:21][CH:22]=2)[O:36][C:26]2=[N:30][C:29]([N+:31]([O-:33])=[O:32])=[CH:28][N:27]2[CH2:34]1, predict the reactants needed to synthesize it. (8) Given the product [F:35][C:34]([F:37])([F:36])[S:31]([N:15]1[C:16]2[C:12](=[C:11]([O:10][S:31]([C:34]([F:35])([F:36])[F:37])(=[O:32])=[O:33])[CH:19]=[CH:18][CH:17]=2)[C:13]([C:20]([F:23])([F:22])[F:21])=[N:14]1)(=[O:33])=[O:32], predict the reactants needed to synthesize it. The reactants are: C(N(C(C)C)CC)(C)C.[OH:10][C:11]1[CH:19]=[CH:18][CH:17]=[C:16]2[C:12]=1[C:13]([C:20]([F:23])([F:22])[F:21])=[N:14][NH:15]2.C1C=CC(N([S:31]([C:34]([F:37])([F:36])[F:35])(=[O:33])=[O:32])[S:31]([C:34]([F:37])([F:36])[F:35])(=[O:33])=[O:32])=CC=1.[Cl-].[Na+]. (9) Given the product [CH2:54]([N:55]([CH3:56])[C:57](=[O:58])[O:59][CH2:60][C:61]1[CH:62]=[CH:63][C:64]([NH:67][C:68](=[O:114])[C@@H:69]([NH:70][C:71](=[O:106])[C@@H:72]([NH:73][C:74](=[O:102])[C@@H:75]([NH:98][C:99](=[O:101])[CH3:100])[CH2:76][CH2:77][CH2:78][CH2:79][NH2:80])[CH:103]([CH3:105])[CH3:104])[CH2:107][CH2:108][CH2:109][NH:110][C:111]([NH2:113])=[O:112])=[CH:65][CH:66]=1)[CH2:53][N:51]([CH3:52])[C:50](=[O:115])[O:49][C:46]1[CH:47]=[C:48]2[C:43]([C@H:42]([CH2:120][Cl:121])[CH2:41][N:40]2[C:38](=[O:39])[CH2:37][CH2:36][CH2:35][C:34]([N:31]2[C:32]3[C:28](=[C:27]4[C:125]([CH3:128])=[CH:126][S:127][C:26]4=[C:25]([O:24][C@H:6]4[C@H:5]([OH:4])[C@@H:10]([OH:11])[C@@H:9]([OH:15])[C@@H:8]([CH2:19][OH:20])[O:7]4)[CH:33]=3)[C@H:29]([CH2:123][Cl:124])[CH2:30]2)=[O:122])=[C:44]2[C:118]([CH3:119])=[CH:117][S:116][C:45]=12, predict the reactants needed to synthesize it. The reactants are: C([O:4][C@@H:5]1[C@@H:10]([O:11]C(=O)C)[C@@H:9]([O:15]C(=O)C)[C@@H:8]([CH2:19][O:20]C(=O)C)[O:7][C@H:6]1[O:24][C:25]1[CH:33]=[C:32]2[C:28]([C@H:29]([CH2:123][Cl:124])[CH2:30][N:31]2[C:34](=[O:122])[CH2:35][CH2:36][CH2:37][C:38]([N:40]2[C:48]3[C:43](=[C:44]4[C:118]([CH3:119])=[CH:117][S:116][C:45]4=[C:46]([O:49][C:50](=[O:115])[N:51]([CH2:53][CH2:54][N:55]([C:57]([O:59][CH2:60][C:61]4[CH:66]=[CH:65][C:64]([NH:67][C:68](=[O:114])[C@H:69]([CH2:107][CH2:108][CH2:109][NH:110][C:111]([NH2:113])=[O:112])[NH:70][C:71](=[O:106])[C@H:72]([CH:103]([CH3:105])[CH3:104])[NH:73][C:74](=[O:102])[C@@H:75]([NH:98][C:99](=[O:101])[CH3:100])[CH2:76][CH2:77][CH2:78][CH2:79][NH:80]C(=O)OCC5C6C=CC=CC=6C6C5=CC=CC=6)=[CH:63][CH:62]=4)=[O:58])[CH3:56])[CH3:52])[CH:47]=3)[C@H:42]([CH2:120][Cl:121])[CH2:41]2)=[O:39])=[C:27]2[C:125]([CH3:128])=[CH:126][S:127][C:26]=12)(=O)C.[Li+].[OH-].C(O)(=O)C.